This data is from Reaction yield outcomes from USPTO patents with 853,638 reactions. The task is: Predict the reaction yield, written as a fraction of the theoretical maximum amount of product (1.0 means a 100% yield; for example, 0.34 means a 34% yield). (1) The reactants are [CH3:1][C:2]1[CH:7]=[C:6]([CH3:8])[CH:5]=[C:4]([CH3:9])[C:3]=1[N:10]=[C:11]=[O:12].[NH2:13][C:14]1[CH:15]=[C:16]([C:35]2[CH:40]=[CH:39][C:38]([O:41][CH3:42])=[CH:37][CH:36]=2)[CH:17]=[CH:18][C:19]=1[C:20]([NH:22][C:23]1([C:31]([O:33][CH3:34])=[O:32])[CH2:30][CH2:29][CH2:28][CH2:27][CH2:26][CH2:25][CH2:24]1)=[O:21].CCCCCC.C(OCC)(=O)C. The catalyst is N1C=CC=CC=1. The product is [CH3:42][O:41][C:38]1[CH:37]=[CH:36][C:35]([C:16]2[CH:17]=[CH:18][C:19]([C:20]([NH:22][C:23]3([C:31]([O:33][CH3:34])=[O:32])[CH2:30][CH2:29][CH2:28][CH2:27][CH2:26][CH2:25][CH2:24]3)=[O:21])=[C:14]([NH:13][C:11]([NH:10][C:3]3[C:2]([CH3:1])=[CH:7][C:6]([CH3:8])=[CH:5][C:4]=3[CH3:9])=[O:12])[CH:15]=2)=[CH:40][CH:39]=1. The yield is 0.660. (2) The reactants are [NH2:1][C:2]1[C:3]([F:21])=[C:4]([C:9]([C:11]2[C:19]3[C:14](=[N:15][CH:16]=[C:17]([I:20])[CH:18]=3)[NH:13][CH:12]=2)=[O:10])[C:5]([F:8])=[CH:6][CH:7]=1.[N:22]1([S:27](Cl)(=[O:29])=[O:28])[CH2:26][CH2:25][CH2:24][CH2:23]1.[NH4+].[Cl-]. The catalyst is N1C=CC=CC=1. The yield is 0.533. The product is [F:21][C:3]1[C:4]([C:9]([C:11]2[C:19]3[C:14](=[N:15][CH:16]=[C:17]([I:20])[CH:18]=3)[NH:13][CH:12]=2)=[O:10])=[C:5]([F:8])[CH:6]=[CH:7][C:2]=1[NH:1][S:27]([N:22]1[CH2:26][CH2:25][CH2:24][CH2:23]1)(=[O:29])=[O:28]. (3) The reactants are [O:1]=[C:2]([C:37]1[C:65]([F:66])=[CH:64][C:40]2[N:41]([CH2:56][O:57][CH2:58][CH2:59][Si:60]([CH3:63])([CH3:62])[CH3:61])[C:42]([C@@H:44]3[CH2:48][CH2:47][CH2:46][N:45]3[C:49]([O:51][C:52]([CH3:55])([CH3:54])[CH3:53])=[O:50])=[N:43][C:39]=2[CH:38]=1)/[CH:3]=[CH:4]/[C:5]([C:7]1[C:35]([F:36])=[CH:34][C:10]2[N:11]([CH2:26][O:27][CH2:28][CH2:29][Si:30]([CH3:33])([CH3:32])[CH3:31])[C:12]([C@@H:14]3[CH2:18][CH2:17][CH2:16][N:15]3[C:19]([O:21][C:22]([CH3:25])([CH3:24])[CH3:23])=[O:20])=[N:13][C:9]=2[CH:8]=1)=[O:6]. The catalyst is CCOC(C)=O.[Pt]. The product is [O:6]=[C:5]([C:7]1[C:35]([F:36])=[CH:34][C:10]2[N:11]([CH2:26][O:27][CH2:28][CH2:29][Si:30]([CH3:31])([CH3:32])[CH3:33])[C:12]([C@@H:14]3[CH2:18][CH2:17][CH2:16][N:15]3[C:19]([O:21][C:22]([CH3:23])([CH3:24])[CH3:25])=[O:20])=[N:13][C:9]=2[CH:8]=1)[CH2:4][CH2:3][C:2]([C:37]1[C:65]([F:66])=[CH:64][C:40]2[N:41]([CH2:56][O:57][CH2:58][CH2:59][Si:60]([CH3:61])([CH3:62])[CH3:63])[C:42]([C@@H:44]3[CH2:48][CH2:47][CH2:46][N:45]3[C:49]([O:51][C:52]([CH3:53])([CH3:54])[CH3:55])=[O:50])=[N:43][C:39]=2[CH:38]=1)=[O:1]. The yield is 0.780. (4) The reactants are [NH:1]1[CH2:6][CH2:5][C:4]2([C:10]3[CH:11]=[CH:12][C:13]([OH:15])=[CH:14][C:9]=3[O:8][CH2:7]2)[CH2:3][CH2:2]1.[C:16]([O:21][C:22]([CH3:25])([CH3:24])[CH3:23])(=[O:20])[C:17]([CH3:19])=[CH2:18].C1CCN2C(=NCCC2)CC1. The catalyst is CN(C)C=O. The product is [OH:15][C:13]1[CH:12]=[CH:11][C:10]2[C:4]3([CH2:7][O:8][C:9]=2[CH:14]=1)[CH2:5][CH2:6][N:1]([CH2:18][CH:17]([CH3:19])[C:16]([O:21][C:22]([CH3:25])([CH3:24])[CH3:23])=[O:20])[CH2:2][CH2:3]3. The yield is 0.470. (5) The reactants are [O:1]1[CH2:5][CH2:4][N:3]([C:6]([O:8][CH3:9])=[O:7])[S:2]1=[O:10].[OH2:11]. The catalyst is C(#N)C. The product is [O:1]1[CH2:5][CH2:4][N:3]([C:6]([O:8][CH3:9])=[O:7])[S:2]1(=[O:11])=[O:10]. The yield is 0.750. (6) The reactants are [C:1]([O:5][C:6](=[O:34])[CH:7]([NH:17][C:18]([NH:20][CH:21]([C:27]([O:29][C:30]([CH3:33])([CH3:32])[CH3:31])=[O:28])[CH2:22][CH2:23][CH2:24][CH2:25][NH2:26])=[O:19])[CH2:8][CH2:9][C:10]([O:12][C:13]([CH3:16])([CH3:15])[CH3:14])=[O:11])([CH3:4])([CH3:3])[CH3:2].[CH3:35][Sn:36]([CH3:46])([CH3:45])[C:37]1[CH:44]=[CH:43][C:40]([CH:41]=O)=[CH:39][CH:38]=1.C(O[BH-](OC(=O)C)OC(=O)C)(=O)C.[Na+]. The catalyst is ClCCCl. The product is [C:1]([O:5][C:6](=[O:34])[CH:7]([NH:17][C:18]([NH:20][CH:21]([C:27]([O:29][C:30]([CH3:33])([CH3:32])[CH3:31])=[O:28])[CH2:22][CH2:23][CH2:24][CH2:25][NH:26][CH2:41][C:40]1[CH:43]=[CH:44][C:37]([Sn:36]([CH3:35])([CH3:46])[CH3:45])=[CH:38][CH:39]=1)=[O:19])[CH2:8][CH2:9][C:10]([O:12][C:13]([CH3:16])([CH3:15])[CH3:14])=[O:11])([CH3:2])([CH3:3])[CH3:4]. The yield is 0.380. (7) The reactants are Cl.[NH2:2][OH:3].C([O-])(=O)C.[Na+].[OH:9][C:10]1[CH:11]=[C:12]([C:16](=O)[CH3:17])[CH:13]=[CH:14][CH:15]=1. The catalyst is C(O)C.O.C(OCC)(=O)C. The product is [OH:9][C:10]1[CH:11]=[C:12]([C:16](=[N:2][OH:3])[CH3:17])[CH:13]=[CH:14][CH:15]=1. The yield is 1.00. (8) The reactants are [Si](Cl)(C)(C)C.Br[C:7]([F:14])([F:13])[C:8]([O:10][CH2:11][CH3:12])=[O:9].[CH2:15]([O:17][C:18](=[O:39])[CH2:19][CH2:20][N:21]([CH2:29]N1C2C=CC=CC=2N=N1)[CH2:22][C:23]1[CH:28]=[CH:27][CH:26]=[CH:25][CH:24]=1)[CH3:16].C([O-])(O)=O.[Na+]. The catalyst is C1COCC1.[Zn]. The product is [CH2:22]([N:21]([CH2:20][CH2:19][C:18]([O:17][CH2:15][CH3:16])=[O:39])[CH2:29][C:7]([F:14])([F:13])[C:8]([O:10][CH2:11][CH3:12])=[O:9])[C:23]1[CH:28]=[CH:27][CH:26]=[CH:25][CH:24]=1. The yield is 0.990. (9) The reactants are [Cl:1][CH2:2][CH2:3][CH2:4][CH2:5][CH2:6][CH2:7][O:8][CH2:9][CH2:10][O:11][CH2:12][CH2:13][NH2:14].C(N(CC)CC)C.[C:22]12([N:32]=[C:33]=[O:34])[CH2:31][CH:26]3[CH2:27][CH:28]([CH2:30][CH:24]([CH2:25]3)[CH2:23]1)[CH2:29]2. The catalyst is C(Cl)Cl. The product is [CH2:25]1[CH:24]2[CH2:23][C:22]3([NH:32][C:33]([NH:14][CH2:13][CH2:12][O:11][CH2:10][CH2:9][O:8][CH2:7][CH2:6][CH2:5][CH2:4][CH2:3][CH2:2][Cl:1])=[O:34])[CH2:29][CH:28]([CH2:30]2)[CH2:27][CH:26]1[CH2:31]3. The yield is 0.760. (10) The catalyst is CO.C1COCC1. The reactants are [CH2:1]([O:5][C:6]1[CH:15]=[CH:14][C:9]([C:10]([O:12]C)=[O:11])=[CH:8][C:7]=1[N+:16]([O-:18])=[O:17])[CH:2]([CH3:4])[CH3:3].[OH-].[Na+]. The product is [CH2:1]([O:5][C:6]1[CH:15]=[CH:14][C:9]([C:10]([OH:12])=[O:11])=[CH:8][C:7]=1[N+:16]([O-:18])=[O:17])[CH:2]([CH3:4])[CH3:3]. The yield is 0.980.